Task: Predict the reaction yield, written as a fraction of the theoretical maximum amount of product (1.0 means a 100% yield; for example, 0.34 means a 34% yield).. Dataset: Reaction yield outcomes from USPTO patents with 853,638 reactions (1) The reactants are [Cl:1][C:2]1[CH:3]=[C:4]([C:12]2[CH:13]=[C:14]3[C:19](=[C:20]([C:22]([OH:24])=O)[CH:21]=2)[O:18][C:17]([CH3:26])([CH3:25])[CH:16]=[CH:15]3)[CH:5]=[CH:6][C:7]=1[C:8](=[O:11])[NH:9][CH3:10].[CH2:27]([O:29][C:30](=[O:45])[CH:31]([NH2:44])[CH2:32][C:33]1[C:41]2[C:36](=[C:37]([F:43])[CH:38]=[C:39]([F:42])[CH:40]=2)[NH:35][CH:34]=1)[CH3:28].C(Cl)CCl.C1C=CC2N(O)N=NC=2C=1. The catalyst is CN(C=O)C.C(N(CC)CC)C.O. The product is [CH2:27]([O:29][C:30](=[O:45])[CH:31]([NH:44][C:22]([C:20]1[CH:21]=[C:12]([C:4]2[CH:5]=[CH:6][C:7]([C:8](=[O:11])[NH:9][CH3:10])=[C:2]([Cl:1])[CH:3]=2)[CH:13]=[C:14]2[C:19]=1[O:18][C:17]([CH3:25])([CH3:26])[CH:16]=[CH:15]2)=[O:24])[CH2:32][C:33]1[C:41]2[C:36](=[C:37]([F:43])[CH:38]=[C:39]([F:42])[CH:40]=2)[NH:35][CH:34]=1)[CH3:28]. The yield is 0.630. (2) The reactants are O1CCCC1.[O:6]([C:13]1[CH:14]=[C:15]([CH2:19][C:20](Cl)=[N:21][OH:22])[CH:16]=[CH:17][CH:18]=1)[C:7]1[CH:12]=[CH:11][CH:10]=[CH:9][CH:8]=1.[C:24]([C:26]1[C:27]([NH2:32])=[N:28][CH:29]=[CH:30][CH:31]=1)#[CH:25].C(N(CC)CC)C. The catalyst is O. The product is [O:6]([C:13]1[CH:14]=[C:15]([CH:16]=[CH:17][CH:18]=1)[CH2:19][C:20]1[CH:25]=[C:24]([C:26]2[C:27]([NH2:32])=[N:28][CH:29]=[CH:30][CH:31]=2)[O:22][N:21]=1)[C:7]1[CH:12]=[CH:11][CH:10]=[CH:9][CH:8]=1. The yield is 0.430. (3) The reactants are [Br:1][C:2]1[C:3]([N:18]2[CH2:23][CH2:22][C:21]([CH3:25])([CH3:24])[CH2:20][CH2:19]2)=[C:4]([C:10](=[O:17])[C:11]([O:13][CH:14]([CH3:16])[CH3:15])=[O:12])[C:5]([CH3:9])=[N:6][C:7]=1[CH3:8].CB1N2CCC[C@@H]2C(C2C=CC=CC=2)(C2C=CC=CC=2)O1.[B]1OC2C(=CC=CC=2)O1.C1(C)C=CC=CC=1. The catalyst is C1(C)C=CC=CC=1.CCOC(C)=O.C([O-])([O-])=O.[Na+].[Na+]. The product is [Br:1][C:2]1[C:3]([N:18]2[CH2:23][CH2:22][C:21]([CH3:25])([CH3:24])[CH2:20][CH2:19]2)=[C:4]([C@H:10]([OH:17])[C:11]([O:13][CH:14]([CH3:16])[CH3:15])=[O:12])[C:5]([CH3:9])=[N:6][C:7]=1[CH3:8]. The yield is 0.840. (4) The reactants are [CH:1]1([CH2:5][N:6]([C:19](=[O:30])[C:20]2[CH:25]=[CH:24][CH:23]=[CH:22][C:21]=2[C:26]([F:29])([F:28])[F:27])[C@H:7]2[CH2:11][CH2:10][N:9](C(OC(C)(C)C)=O)[CH2:8]2)[CH2:4][CH2:3][CH2:2]1.[ClH:31]. The catalyst is O1CCOCC1.CCOCC. The product is [ClH:31].[CH:1]1([CH2:5][N:6]([C@H:7]2[CH2:11][CH2:10][NH:9][CH2:8]2)[C:19](=[O:30])[C:20]2[CH:25]=[CH:24][CH:23]=[CH:22][C:21]=2[C:26]([F:29])([F:28])[F:27])[CH2:4][CH2:3][CH2:2]1. The yield is 0.860. (5) The product is [C:39]([O:23][C:19]1[CH:20]=[C:21]2[C:16](=[C:17]([N+:24]([O-:26])=[O:25])[CH:18]=1)[NH:15][C:14]([C:12]([NH:11][CH2:10][CH:9]([S:8][CH2:1][C:2]1[CH:3]=[CH:4][CH:5]=[CH:6][CH:7]=1)[CH:27]([O:28][CH3:29])[O:30][CH3:31])=[O:13])=[CH:22]2)(=[O:44])[C:40]([CH3:43])([CH3:42])[CH3:41]. The reactants are [CH2:1]([S:8][CH:9]([CH:27]([O:30][CH3:31])[O:28][CH3:29])[CH2:10][NH:11][C:12]([C:14]1[NH:15][C:16]2[C:21]([CH:22]=1)=[CH:20][C:19]([OH:23])=[CH:18][C:17]=2[N+:24]([O-:26])=[O:25])=[O:13])[C:2]1[CH:7]=[CH:6][CH:5]=[CH:4][CH:3]=1.C(N(CC)CC)C.[C:39](Cl)(=[O:44])[C:40]([CH3:43])([CH3:42])[CH3:41]. The yield is 0.990. The catalyst is O1CCCC1.C(OCC)(=O)C.